This data is from Reaction yield outcomes from USPTO patents with 853,638 reactions. The task is: Predict the reaction yield, written as a fraction of the theoretical maximum amount of product (1.0 means a 100% yield; for example, 0.34 means a 34% yield). (1) The reactants are [N:1]1[C:6]2[NH:7][CH:8]=[CH:9][C:5]=2[C:4](O)=[N:3][CH:2]=1.P(Cl)(Cl)([Cl:13])=O. No catalyst specified. The product is [Cl:13][C:4]1[C:5]2[CH:9]=[CH:8][NH:7][C:6]=2[N:1]=[CH:2][N:3]=1. The yield is 0.420. (2) The reactants are [C:1]1([C:7]2[NH:11][C:10]3[CH:12]=[CH:13][C:14]([C:16](OC)=[O:17])=[CH:15][C:9]=3[N:8]=2)[CH:6]=[CH:5][CH:4]=[CH:3][CH:2]=1.[H-].[Al+3].[Li+].[H-].[H-].[H-].[Cl-].[NH4+]. The catalyst is [Cl-].[Na+].O. The product is [C:1]1([C:7]2[NH:11][C:10]3[CH:12]=[CH:13][C:14]([CH:16]=[O:17])=[CH:15][C:9]=3[N:8]=2)[CH:6]=[CH:5][CH:4]=[CH:3][CH:2]=1. The yield is 0.540. (3) The reactants are [CH3:1][C:2]([CH3:16])([O:4][C:5]([N:7]1[CH2:12][CH2:11][CH:10]([C:13]([OH:15])=O)[CH2:9][CH2:8]1)=[O:6])[CH3:3].[CH3:17][N:18]1[CH2:23][CH2:22][NH:21][CH2:20][CH2:19]1.CN(C(ON1N=NC2C=CC=CC1=2)=[N+](C)C)C.[B-](F)(F)(F)F.N. The catalyst is ClCCl.CO. The product is [CH3:16][C:2]([CH3:1])([O:4][C:5]([N:7]1[CH2:8][CH2:9][CH:10]([C:13]([N:21]2[CH2:22][CH2:23][N:18]([CH3:17])[CH2:19][CH2:20]2)=[O:15])[CH2:11][CH2:12]1)=[O:6])[CH3:3]. The yield is 0.760. (4) The reactants are [C:1]([C:5]1[CH:10]=[CH:9][C:8]([C:11]2[N:12]=[C:13]3[CH:18]=[CH:17][C:16](Br)=[N:15][N:14]3[C:20]=2[CH2:21][C:22]([N:24]([CH2:27][CH3:28])[CH2:25][CH3:26])=[O:23])=[CH:7][CH:6]=1)([CH3:4])([CH3:3])[CH3:2].[F-:29].[K+]. The catalyst is C1(C)C=CC=CC=1. The product is [C:1]([C:5]1[CH:10]=[CH:9][C:8]([C:11]2[N:12]=[C:13]3[CH:18]=[CH:17][C:16]([F:29])=[N:15][N:14]3[C:20]=2[CH2:21][C:22]([N:24]([CH2:27][CH3:28])[CH2:25][CH3:26])=[O:23])=[CH:7][CH:6]=1)([CH3:4])([CH3:3])[CH3:2]. The yield is 0.672. (5) The reactants are [C:1]([C@:3]1([OH:16])[CH2:11][CH2:10][CH2:9][C@@H:8]2[C@H:4]1[CH2:5][CH2:6][N:7]2[C:12]([O:14][CH3:15])=[O:13])#[CH:2].Br[C:18]1[CH:23]=[CH:22][N:21]=[C:20]([CH3:24])[CH:19]=1.CCN(CC)CC. The catalyst is CN(C=O)C.CCOC(C)=O.[Cu]I.C1C=CC([P]([Pd]([P](C2C=CC=CC=2)(C2C=CC=CC=2)C2C=CC=CC=2)([P](C2C=CC=CC=2)(C2C=CC=CC=2)C2C=CC=CC=2)[P](C2C=CC=CC=2)(C2C=CC=CC=2)C2C=CC=CC=2)(C2C=CC=CC=2)C2C=CC=CC=2)=CC=1. The product is [OH:16][C@@:3]1([C:1]#[C:2][C:18]2[CH:23]=[CH:22][N:21]=[C:20]([CH3:24])[CH:19]=2)[CH2:11][CH2:10][CH2:9][C@@H:8]2[C@H:4]1[CH2:5][CH2:6][N:7]2[C:12]([O:14][CH3:15])=[O:13]. The yield is 0.0700. (6) The reactants are [Cl:1][C:2]1[CH:7]=[C:6](/[CH:8]=[CH:9]/[CH:10]([C:15]2[CH:20]=[C:19]([Cl:21])[C:18]([Cl:22])=[C:17]([Cl:23])[CH:16]=2)[C:11]([F:14])([F:13])[F:12])[CH:5]=[CH:4][C:3]=1[CH2:24][NH2:25].[CH3:26][N:27]([CH3:31])[C:28](Cl)=[O:29]. The catalyst is C(Cl)Cl. The product is [Cl:1][C:2]1[CH:7]=[C:6](/[CH:8]=[CH:9]/[CH:10]([C:15]2[CH:20]=[C:19]([Cl:21])[C:18]([Cl:22])=[C:17]([Cl:23])[CH:16]=2)[C:11]([F:14])([F:13])[F:12])[CH:5]=[CH:4][C:3]=1[CH2:24][NH:25][C:28](=[O:29])[N:27]([CH3:31])[CH3:26]. The yield is 0.600. (7) The reactants are Cl[C:2]1[CH:7]=[C:6]([C:8]#[N:9])[CH:5]=[C:4]([N:10]2[CH2:15][CH2:14][O:13][CH2:12][CH2:11]2)[N:3]=1.[F:16][C:17]([F:28])([F:27])[C:18]1[CH:23]=[CH:22][C:21](B(O)O)=[CH:20][CH:19]=1.C(=O)([O-])[O-].[Cs+].[Cs+].CC(C1C=C(C(C)C)C(C2C=CC=CC=2P(C2CCCCC2)C2CCCCC2)=C(C(C)C)C=1)C. The catalyst is C([O-])(=O)C.[Pd+2].C([O-])(=O)C.O1CCOCC1. The product is [O:13]1[CH2:14][CH2:15][N:10]([C:4]2[CH:5]=[C:6]([C:8]#[N:9])[CH:7]=[C:2]([C:21]3[CH:22]=[CH:23][C:18]([C:17]([F:28])([F:27])[F:16])=[CH:19][CH:20]=3)[N:3]=2)[CH2:11][CH2:12]1. The yield is 0.400. (8) The reactants are [NH2:1][C:2]1[CH:3]=[CH:4][C:5]([CH3:8])=[N:6][CH:7]=1.[Li+].C[Si]([N-][Si](C)(C)C)(C)C.[CH3:19][C:20]([O:23][C:24](O[C:24]([O:23][C:20]([CH3:22])([CH3:21])[CH3:19])=[O:25])=[O:25])([CH3:22])[CH3:21]. The catalyst is C1COCC1. The product is [CH3:8][C:5]1[N:6]=[CH:7][C:2]([NH:1][C:24](=[O:25])[O:23][C:20]([CH3:22])([CH3:21])[CH3:19])=[CH:3][CH:4]=1. The yield is 0.640. (9) The reactants are C(=O)([O-])[O-].[K+].[K+].I[C:8]1[CH:9]=[C:10]([CH:13]=[CH:14][CH:15]=1)[CH:11]=[O:12].C(O)CO.[C:20]1([SH:26])[CH:25]=[CH:24][CH:23]=[CH:22][CH:21]=1. The catalyst is CC(O)C. The product is [C:20]1([S:26][C:8]2[CH:9]=[C:10]([CH:13]=[CH:14][CH:15]=2)[CH:11]=[O:12])[CH:25]=[CH:24][CH:23]=[CH:22][CH:21]=1. The yield is 0.820.